From a dataset of Forward reaction prediction with 1.9M reactions from USPTO patents (1976-2016). Predict the product of the given reaction. (1) Given the reactants [CH2:1]([O:8][C:9](Cl)=[O:10])[C:2]1[CH:7]=[CH:6][CH:5]=[CH:4][CH:3]=1.[Si]([O:19][CH:20]1[CH2:29][C:28]2[C:27]([NH2:30])=[CH:26][CH:25]=[CH:24][C:23]=2[CH2:22][CH2:21]1)(C(C)(C)C)(C)C.C(N(C(C)C)CC)(C)C, predict the reaction product. The product is: [CH2:1]([O:8][C:9](=[O:10])[NH:30][C:27]1[C:28]2[CH2:29][CH:20]([OH:19])[CH2:21][CH2:22][C:23]=2[CH:24]=[CH:25][CH:26]=1)[C:2]1[CH:7]=[CH:6][CH:5]=[CH:4][CH:3]=1. (2) Given the reactants [CH3:1][O:2][CH2:3][CH2:4][OH:5].[H-].[Na+].F[C:9]1[CH:18]=[C:17]2[C:12]([C:13](=[O:26])[NH:14][C:15]([C:19]3[CH:24]=[CH:23][N:22]=[C:21]([CH3:25])[CH:20]=3)=[N:16]2)=[C:11]([O:27][CH3:28])[CH:10]=1, predict the reaction product. The product is: [CH3:28][O:27][C:11]1[CH:10]=[C:9]([O:5][CH2:4][CH2:3][O:2][CH3:1])[CH:18]=[C:17]2[C:12]=1[C:13](=[O:26])[NH:14][C:15]([C:19]1[CH:24]=[CH:23][N:22]=[C:21]([CH3:25])[CH:20]=1)=[N:16]2. (3) Given the reactants C[O:2][C:3](=[O:34])[CH2:4][CH2:5][C:6]1[CH:11]=[CH:10][C:9]([O:12][C@H:13]([CH3:32])[CH2:14][CH2:15][O:16][C:17]2[CH:22]=[CH:21][C:20]([CH2:23][CH3:24])=[CH:19][C:18]=2[O:25][C:26]2[CH:31]=[CH:30][CH:29]=[CH:28][CH:27]=2)=[CH:8][C:7]=1[CH3:33].[OH-].[Na+].Cl, predict the reaction product. The product is: [CH2:23]([C:20]1[CH:21]=[CH:22][C:17]([O:16][CH2:15][CH2:14][C@@H:13]([CH3:32])[O:12][C:9]2[CH:10]=[CH:11][C:6]([CH2:5][CH2:4][C:3]([OH:34])=[O:2])=[C:7]([CH3:33])[CH:8]=2)=[C:18]([O:25][C:26]2[CH:27]=[CH:28][CH:29]=[CH:30][CH:31]=2)[CH:19]=1)[CH3:24]. (4) Given the reactants [Cl:1][C:2]1[CH:21]=[CH:20][C:5]([NH:6][C:7]2[C:16]3[C:11](=[CH:12][C:13]([OH:19])=[C:14]([O:17][CH3:18])[CH:15]=3)[N:10]=[CH:9][N:8]=2)=[C:4]([F:22])[CH:3]=1.Br[CH2:24][CH2:25][CH2:26][Cl:27].C(=O)([O-])[O-].[K+].[K+], predict the reaction product. The product is: [Cl:1][C:2]1[CH:21]=[CH:20][C:5]([NH:6][C:7]2[C:16]3[C:11](=[CH:12][C:13]([O:19][CH2:24][CH2:25][CH2:26][Cl:27])=[C:14]([O:17][CH3:18])[CH:15]=3)[N:10]=[CH:9][N:8]=2)=[C:4]([F:22])[CH:3]=1. (5) Given the reactants [Cl:1][C:2]1[CH:10]=[CH:9][CH:8]=[C:7]([Cl:11])[C:3]=1[C:4]([OH:6])=O.[CH:12]1([CH2:15][CH:16]([C:19]2[CH:20]=[N:21][C:22]([CH3:25])=[N:23][CH:24]=2)[CH2:17][NH2:18])[CH2:14][CH2:13]1, predict the reaction product. The product is: [Cl:11][C:7]1[CH:8]=[CH:9][CH:10]=[C:2]([Cl:1])[C:3]=1[C:4]([NH:18][CH2:17][CH:16]([C:19]1[CH:24]=[N:23][C:22]([CH3:25])=[N:21][CH:20]=1)[CH2:15][CH:12]1[CH2:14][CH2:13]1)=[O:6]. (6) Given the reactants N#N.[C:3]([O:7][C:8]([NH:10][CH:11]([CH2:15][C:16]1[CH:21]=[CH:20][C:19]([CH2:22][CH3:23])=[CH:18][CH:17]=1)[C:12](O)=O)=[O:9])([CH3:6])([CH3:5])[CH3:4].C(N1CCOCC1)C.CN(C(ON1N=NC2C=CC=CC1=2)=[N+](C)C)C.[B-](F)(F)(F)F.[F:54][C:55]1[CH:56]=[C:57]([NH2:62])[C:58]([NH2:61])=[CH:59][CH:60]=1, predict the reaction product. The product is: [CH2:22]([C:19]1[CH:20]=[CH:21][C:16]([CH2:15][CH:11]([NH:10][C:8](=[O:9])[O:7][C:3]([CH3:6])([CH3:5])[CH3:4])[C:12]2[NH:61][C:58]3[CH:59]=[CH:60][C:55]([F:54])=[CH:56][C:57]=3[N:62]=2)=[CH:17][CH:18]=1)[CH3:23]. (7) Given the reactants [C:1]([O:5][C:6]([N:8]1[CH2:13][CH:12]=[C:11]([C:14]2[CH:19]=[CH:18][CH:17]=[C:16]([C:20](=[O:23])[NH:21][CH3:22])[CH:15]=2)[CH2:10][CH2:9]1)=[O:7])([CH3:4])([CH3:3])[CH3:2], predict the reaction product. The product is: [C:1]([O:5][C:6]([N:8]1[CH2:13][CH2:12][CH:11]([C:14]2[CH:19]=[CH:18][CH:17]=[C:16]([C:20](=[O:23])[NH:21][CH3:22])[CH:15]=2)[CH2:10][CH2:9]1)=[O:7])([CH3:4])([CH3:3])[CH3:2].